Dataset: Catalyst prediction with 721,799 reactions and 888 catalyst types from USPTO. Task: Predict which catalyst facilitates the given reaction. (1) Reactant: [H-].[H-].[H-].[H-].[Li+].[Al+3].C([O:9][C:10](=O)[C:11]([O:18][C:19]1[CH:41]=[CH:40][C:22]2[C:23]3[N:27]([CH2:28][CH2:29][O:30][C:21]=2[CH:20]=1)[CH:26]=[C:25]([C:31]1[N:32]([CH:37]([CH3:39])[CH3:38])[N:33]=[C:34]([CH3:36])[N:35]=1)[N:24]=3)([CH3:17])[C:12](OCC)=[O:13])C. Product: [CH:37]([N:32]1[C:31]([C:25]2[N:24]=[C:23]3[N:27]([CH2:28][CH2:29][O:30][C:21]4[CH:20]=[C:19]([O:18][C:11]([CH3:17])([CH2:12][OH:13])[CH2:10][OH:9])[CH:41]=[CH:40][C:22]=43)[CH:26]=2)=[N:35][C:34]([CH3:36])=[N:33]1)([CH3:39])[CH3:38]. The catalyst class is: 1. (2) Reactant: [C:1]([O:5][C:6]([N:8]1[C:12](=[O:13])[CH:11]([CH3:14])[CH2:10][C@H:9]1[C:15]([O:17][C:18]([CH3:21])([CH3:20])[CH3:19])=[O:16])=[O:7])([CH3:4])([CH3:3])[CH3:2].[CH3:22][Si](C)(C)[N-][Si](C)(C)C.[Li+].CI. Product: [C:1]([O:5][C:6]([N:8]1[C:12](=[O:13])[C:11]([CH3:22])([CH3:14])[CH2:10][C@H:9]1[C:15]([O:17][C:18]([CH3:20])([CH3:19])[CH3:21])=[O:16])=[O:7])([CH3:4])([CH3:2])[CH3:3]. The catalyst class is: 7. (3) Reactant: [CH2:1]1[NH:6][CH2:5][CH2:4][N:3]2[CH2:7][C@@H:8]([NH:10][S:11]([C:14]3[CH:19]=[CH:18][CH:17]=[C:16]([C:20]([F:23])([F:22])[F:21])[CH:15]=3)(=[O:13])=[O:12])[CH2:9][C@@H:2]12.C(=O)([O-])[O-].[Na+].[Na+].I[CH:31]([CH3:33])[CH3:32].O. Product: [CH:31]([N:6]1[CH2:5][CH2:4][N:3]2[CH2:7][C@@H:8]([NH:10][S:11]([C:14]3[CH:19]=[CH:18][CH:17]=[C:16]([C:20]([F:23])([F:21])[F:22])[CH:15]=3)(=[O:13])=[O:12])[CH2:9][C@H:2]2[CH2:1]1)([CH3:33])[CH3:32]. The catalyst class is: 16.